From a dataset of Catalyst prediction with 721,799 reactions and 888 catalyst types from USPTO. Predict which catalyst facilitates the given reaction. Reactant: [NH2:1][CH2:2][C:3]1[CH:4]=[CH:5][C:6]([O:11][C:12]2[CH:17]=[CH:16][C:15]([Cl:18])=[C:14]([C:19]([F:22])([F:21])[F:20])[CH:13]=2)=[C:7]([CH:10]=1)[C:8]#[N:9].[Cl:23][C:24]1[N:29]=[C:28](Cl)[CH:27]=[CH:26][N:25]=1. Product: [Cl:23][C:24]1[N:29]=[C:28]([NH:1][CH2:2][C:3]2[CH:4]=[CH:5][C:6]([O:11][C:12]3[CH:17]=[CH:16][C:15]([Cl:18])=[C:14]([C:19]([F:22])([F:20])[F:21])[CH:13]=3)=[C:7]([CH:10]=2)[C:8]#[N:9])[CH:27]=[CH:26][N:25]=1. The catalyst class is: 9.